This data is from Catalyst prediction with 721,799 reactions and 888 catalyst types from USPTO. The task is: Predict which catalyst facilitates the given reaction. (1) Reactant: [NH2:1][C:2]1[CH:3]=[CH:4][C:5]([O:8][C:9]2[CH:22]=[CH:21][C:12]([CH2:13][CH:14]3[S:18][C:17](=[O:19])[NH:16][C:15]3=[O:20])=[CH:11][C:10]=2[CH3:23])=[N:6][CH:7]=1.[NH:24]1[C:32]2[C:27](=[CH:28][CH:29]=[CH:30][CH:31]=2)[CH:26]=[C:25]1[C:33](O)=[O:34].O.ON1C2C=CC=CC=2N=N1.Cl.C(N=C=NCCCN(C)C)C. Product: [O:19]=[C:17]1[NH:16][C:15](=[O:20])[CH:14]([CH2:13][C:12]2[CH:21]=[CH:22][C:9]([O:8][C:5]3[N:6]=[CH:7][C:2]([NH:1][C:33]([C:25]4[NH:24][C:32]5[C:27]([CH:26]=4)=[CH:28][CH:29]=[CH:30][CH:31]=5)=[O:34])=[CH:3][CH:4]=3)=[C:10]([CH3:23])[CH:11]=2)[S:18]1. The catalyst class is: 3. (2) Reactant: C(OC([N:8]1[CH2:13][CH2:12][CH:11]([C:14]2[CH:15]=[N:16][C:17]([NH:20][C:21]3[C:22]4[N:23]([CH:54]=[CH:55][N:56]=4)[CH:24]=[C:25]([C:27]4[CH:32]=[CH:31][CH:30]=[C:29]([N:33]5[N:42]=[CH:41][C:40]6[C:35](=[C:36]([F:47])[CH:37]=[C:38]([C:43]([CH3:46])([CH3:45])[CH3:44])[CH:39]=6)[C:34]5=[O:48])[C:28]=4[CH2:49][O:50][C:51](=[O:53])[CH3:52])[CH:26]=3)=[CH:18][CH:19]=2)[CH2:10][CH2:9]1)=O)(C)(C)C.C(O)(C(F)(F)F)=O. Product: [C:43]([C:38]1[CH:39]=[C:40]2[C:35](=[C:36]([F:47])[CH:37]=1)[C:34](=[O:48])[N:33]([C:29]1[CH:30]=[CH:31][CH:32]=[C:27]([C:25]3[CH:26]=[C:21]([NH:20][C:17]4[N:16]=[CH:15][C:14]([CH:11]5[CH2:12][CH2:13][NH:8][CH2:9][CH2:10]5)=[CH:19][CH:18]=4)[C:22]4[N:23]([CH:54]=[CH:55][N:56]=4)[CH:24]=3)[C:28]=1[CH2:49][O:50][C:51](=[O:53])[CH3:52])[N:42]=[CH:41]2)([CH3:44])([CH3:45])[CH3:46]. The catalyst class is: 2.